From a dataset of Full USPTO retrosynthesis dataset with 1.9M reactions from patents (1976-2016). Predict the reactants needed to synthesize the given product. (1) Given the product [Cl:32][C:33]1[CH:40]=[CH:39][CH:38]=[CH:37][C:34]=1[CH2:35][NH:36][C:21](=[O:23])[C:20]1[CH:24]=[CH:25][CH:26]=[C:18]([C:16]2[CH:15]=[N:14][C:10]3[NH:11][CH2:12][CH2:13][N:8]([CH2:7][C:6]4[CH:27]=[C:2]([Cl:1])[CH:3]=[CH:4][C:5]=4[C:28]([F:30])([F:31])[F:29])[C:9]=3[CH:17]=2)[CH:19]=1, predict the reactants needed to synthesize it. The reactants are: [Cl:1][C:2]1[CH:3]=[CH:4][C:5]([C:28]([F:31])([F:30])[F:29])=[C:6]([CH:27]=1)[CH2:7][N:8]1[CH2:13][CH2:12][NH:11][C:10]2[N:14]=[CH:15][C:16]([C:18]3[CH:19]=[C:20]([CH:24]=[CH:25][CH:26]=3)[C:21]([OH:23])=O)=[CH:17][C:9]1=2.[Cl:32][C:33]1[CH:40]=[CH:39][CH:38]=[CH:37][C:34]=1[CH2:35][NH2:36]. (2) Given the product [C:1]([O:5][C:6]([N:8]1[CH2:13][CH2:12][S:32](=[O:36])(=[O:34])[CH:10]([C:14]2[CH:15]=[CH:16][C:17]([Br:20])=[CH:18][CH:19]=2)[CH2:9]1)=[O:7])([CH3:2])([CH3:3])[CH3:4], predict the reactants needed to synthesize it. The reactants are: [C:1]([O:5][C:6]([N:8]1[CH2:13][CH2:12]S[CH:10]([C:14]2[CH:19]=[CH:18][C:17]([Br:20])=[CH:16][CH:15]=2)[CH2:9]1)=[O:7])([CH3:4])([CH3:3])[CH3:2].ClC1C=C(C=CC=1)C(OO)=O.[S:32]([O-:36])([O-])(=[O:34])=S.[Na+].[Na+]. (3) Given the product [C:1]([O:4][CH2:5][C:6]1[CH:11]=[C:10]([O:12][C:13]2[C:18]3[CH:19]=[CH:20][O:21][C:17]=3[CH:16]=[CH:15][N:14]=2)[CH:9]=[CH:8][C:7]=1[B:26]1[O:27][C:28]([CH3:30])([CH3:29])[C:24]([CH3:40])([CH3:23])[O:25]1)(=[O:3])[CH3:2], predict the reactants needed to synthesize it. The reactants are: [C:1]([O:4][CH2:5][C:6]1[CH:11]=[C:10]([O:12][C:13]2[C:18]3[CH:19]=[CH:20][O:21][C:17]=3[CH:16]=[CH:15][N:14]=2)[CH:9]=[CH:8][C:7]=1Br)(=[O:3])[CH3:2].[CH3:23][C:24]1([CH3:40])[C:28]([CH3:30])([CH3:29])[O:27][B:26]([B:26]2[O:27][C:28]([CH3:30])([CH3:29])[C:24]([CH3:40])([CH3:23])[O:25]2)[O:25]1.C([O-])(=O)C.[K+].